From a dataset of Full USPTO retrosynthesis dataset with 1.9M reactions from patents (1976-2016). Predict the reactants needed to synthesize the given product. The reactants are: [CH3:1]C1N(C2C=CC=C([N+]([O-])=O)C=2)C(=O)C2C(=CC=CC=2)N=1.[OH:22][C:23]1[CH:28]=[CH:27][C:26]([CH:29]=[CH:30][C:31]2[N:40]([C:41]3[CH:46]=[CH:45][CH:44]=[C:43]([N+:47]([O-:49])=[O:48])[CH:42]=3)[C:39](=[O:50])[C:38]3[C:33](=[CH:34][CH:35]=[CH:36][CH:37]=3)[N:32]=2)=[CH:25][CH:24]=1.CC([O-])=O.[Na+]. Given the product [CH3:1][O:22][C:23]1[CH:24]=[CH:25][C:26](/[CH:29]=[CH:30]/[C:31]2[N:40]([C:41]3[CH:46]=[CH:45][CH:44]=[C:43]([N+:47]([O-:49])=[O:48])[CH:42]=3)[C:39](=[O:50])[C:38]3[C:33](=[CH:34][CH:35]=[CH:36][CH:37]=3)[N:32]=2)=[CH:27][CH:28]=1, predict the reactants needed to synthesize it.